Dataset: Forward reaction prediction with 1.9M reactions from USPTO patents (1976-2016). Task: Predict the product of the given reaction. (1) Given the reactants [H-].[Na+].[Br:3][C:4]1[C:5]([O:17][CH3:18])=[CH:6][C:7]([CH:14]([CH3:16])[CH3:15])=[C:8]([CH:13]=1)[O:9][CH2:10][C:11]#[N:12].[CH:19]([O:21][CH2:22]C)=O.IC, predict the reaction product. The product is: [Br:3][C:4]1[C:5]([O:17][CH3:18])=[CH:6][C:7]([CH:14]([CH3:16])[CH3:15])=[C:8]([CH:13]=1)[O:9][C:10](=[CH:19][O:21][CH3:22])[C:11]#[N:12]. (2) Given the reactants CO.[NH2:3][C:4]1[C:9]([C:10]2[O:14][N:13]=[C:12]([CH2:15][C:16]3[CH:21]=[CH:20][C:19]([OH:22])=[CH:18][CH:17]=3)[CH:11]=2)=[CH:8][CH:7]=[C:6]([NH2:23])[N:5]=1.[OH-].[Na+].[Cl:26][C:27]1[CH:32]=[N:31][CH:30]=[C:29](Cl)[N:28]=1, predict the reaction product. The product is: [Cl:26][C:27]1[N:28]=[C:29]([O:22][C:19]2[CH:20]=[CH:21][C:16]([CH2:15][C:12]3[CH:11]=[C:10]([C:9]4[C:4]([NH2:3])=[N:5][C:6]([NH2:23])=[CH:7][CH:8]=4)[O:14][N:13]=3)=[CH:17][CH:18]=2)[CH:30]=[N:31][CH:32]=1. (3) Given the reactants [Cl:1][C:2]1[CH:22]=[CH:21][C:5]([O:6][C:7]2[CH:12]=[CH:11][C:10]([C:13]3([C:16]([F:19])([F:18])[F:17])[CH2:15][O:14]3)=[C:9]([CH3:20])[CH:8]=2)=[CH:4][CH:3]=1.N1C=[CH:26][N:25]=[N:24]1.C1CCN2[C:31](=[N:32]CCC2)CC1.O, predict the reaction product. The product is: [Cl:1][C:2]1[CH:22]=[CH:21][C:5]([O:6][C:7]2[CH:12]=[CH:11][C:10]([C:13]([OH:14])([CH2:15][N:25]3[CH:26]=[N:32][CH:31]=[N:24]3)[C:16]([F:19])([F:18])[F:17])=[C:9]([CH3:20])[CH:8]=2)=[CH:4][CH:3]=1.